From a dataset of Full USPTO retrosynthesis dataset with 1.9M reactions from patents (1976-2016). Predict the reactants needed to synthesize the given product. (1) The reactants are: [C:1]([O:5][C:6](=[O:28])[NH:7][C:8]1[CH:13]=[CH:12][C:11]([C:14](=[O:26])[NH:15][CH2:16][C:17]2[CH:22]=[CH:21][C:20]([C:23]#[N:24])=[CH:19][C:18]=2[OH:25])=[CH:10][C:9]=1[CH3:27])([CH3:4])([CH3:3])[CH3:2].I[CH2:30][C:31]([NH2:33])=[O:32]. Given the product [C:1]([O:5][C:6](=[O:28])[NH:7][C:8]1[CH:13]=[CH:12][C:11]([C:14](=[O:26])[NH:15][CH2:16][C:17]2[CH:22]=[CH:21][C:20]([C:23]#[N:24])=[CH:19][C:18]=2[O:25][CH2:30][C:31](=[O:32])[NH2:33])=[CH:10][C:9]=1[CH3:27])([CH3:4])([CH3:3])[CH3:2], predict the reactants needed to synthesize it. (2) Given the product [CH2:7]([O:9][C:10](=[O:32])[C:11]1([CH2:31][CH2:30][CH2:29][CH2:28]1)[NH2:12])[CH3:8], predict the reactants needed to synthesize it. The reactants are: C([O-])([O-])=O.[K+].[K+].[CH2:7]([O:9][C:10](=[O:32])[C:11]1([CH2:31][CH2:30][CH2:29][CH2:28]1)[NH:12]S(C1C=C2C(C(Cl)=CN=C2Cl)=CC=1)(=O)=O)[CH3:8].BrCCOC1CCCCO1.[I-].[Na+].